This data is from Forward reaction prediction with 1.9M reactions from USPTO patents (1976-2016). The task is: Predict the product of the given reaction. (1) Given the reactants F[C:2]1[CH:7]=[CH:6][C:5]([N+:8]([O-:10])=[O:9])=[CH:4][CH:3]=1.C(=O)([O-])[O-].[K+].[K+].[Cl:17][C:18]1[CH:23]=[CH:22][C:21]([OH:24])=[C:20]([CH:25]2[CH2:30][CH2:29][CH2:28][CH2:27][CH2:26]2)[CH:19]=1.CCOC(C)=O, predict the reaction product. The product is: [Cl:17][C:18]1[CH:23]=[CH:22][C:21]([O:24][C:2]2[CH:7]=[CH:6][C:5]([N+:8]([O-:10])=[O:9])=[CH:4][CH:3]=2)=[C:20]([CH:25]2[CH2:30][CH2:29][CH2:28][CH2:27][CH2:26]2)[CH:19]=1. (2) Given the reactants [CH:1]([C:3]1[N:8]=[CH:7][N:6]=[C:5]([NH2:9])[CH:4]=1)=[CH2:2].[C:10]([NH:14][C:15]1[N:16]=[C:17](Cl)[CH:18]=[C:19]2[C:24]=1[C:23](=[O:25])[N:22]([CH2:26][CH2:27][OH:28])[CH:21]=[CH:20]2)([CH3:13])([CH3:12])[CH3:11].C([O-])([O-])=O.[Cs+].[Cs+], predict the reaction product. The product is: [C:10]([NH:14][C:15]1[N:16]=[C:17]([NH:9][C:5]2[CH:4]=[C:3]([CH:1]=[CH2:2])[N:8]=[CH:7][N:6]=2)[CH:18]=[C:19]2[C:24]=1[C:23](=[O:25])[N:22]([CH2:26][CH2:27][OH:28])[CH:21]=[CH:20]2)([CH3:13])([CH3:12])[CH3:11]. (3) Given the reactants [OH:1][CH2:2][CH:3]1[CH2:8][CH2:7][N:6]([C:9]([O:11][C:12]([CH3:15])([CH3:14])[CH3:13])=[O:10])[CH2:5][CH2:4]1.[S:16](Cl)([C:19]1[CH:25]=[CH:24][C:22]([CH3:23])=[CH:21][CH:20]=1)(=[O:18])=[O:17], predict the reaction product. The product is: [CH3:23][C:22]1[CH:24]=[CH:25][C:19]([S:16]([O:1][CH2:2][CH:3]2[CH2:8][CH2:7][N:6]([C:9]([O:11][C:12]([CH3:15])([CH3:14])[CH3:13])=[O:10])[CH2:5][CH2:4]2)(=[O:18])=[O:17])=[CH:20][CH:21]=1. (4) Given the reactants C([O:3][C:4]([C@@H:6]1[C@@H:10]([C:11](=[O:27])[NH:12][C:13]2[CH:18]=[CH:17][C:16]([N:19]3[CH:24]=[CH:23][CH:22]=[CH:21][C:20]3=[O:25])=[CH:15][C:14]=2[F:26])[CH2:9][N:8]([S:28]([CH3:31])(=[O:30])=[O:29])[CH2:7]1)=[O:5])C, predict the reaction product. The product is: [F:26][C:14]1[CH:15]=[C:16]([N:19]2[CH:24]=[CH:23][CH:22]=[CH:21][C:20]2=[O:25])[CH:17]=[CH:18][C:13]=1[NH:12][C:11]([C@H:10]1[CH2:9][N:8]([S:28]([CH3:31])(=[O:30])=[O:29])[CH2:7][C@@H:6]1[C:4]([OH:5])=[O:3])=[O:27]. (5) Given the reactants [CH2:1]([O:3][C:4]([C:6]1([C:19]2[CH:24]=[CH:23][CH:22]=[CH:21][C:20]=2[C:25]#[C:26][Si](CC)(CC)CC)[CH2:11][CH2:10][N:9]([CH2:12][C:13]2[CH:18]=[CH:17][CH:16]=[CH:15][CH:14]=2)[CH2:8][CH2:7]1)=[O:5])[CH3:2].CC(C)([O-])C.[K+], predict the reaction product. The product is: [CH2:12]([N:9]1[CH2:8][CH2:7][C:6]([C:19]2[CH:24]=[CH:23][CH:22]=[CH:21][C:20]=2[C:25]#[CH:26])([C:4]([O:3][CH2:1][CH3:2])=[O:5])[CH2:11][CH2:10]1)[C:13]1[CH:14]=[CH:15][CH:16]=[CH:17][CH:18]=1. (6) The product is: [Cl:22][CH2:21][CH2:20][CH2:19][CH2:18][N:11]1[CH:12]=[CH:13][C:8]([C:6]2[CH:5]=[CH:4][N:3]=[C:2]([CH3:1])[CH:7]=2)=[N:9][C:10]1=[O:14]. Given the reactants [CH3:1][C:2]1[CH:7]=[C:6]([C:8]2[CH:13]=[CH:12][NH:11][C:10](=[O:14])[N:9]=2)[CH:5]=[CH:4][N:3]=1.[H-].[Na+].Br[CH2:18][CH2:19][CH2:20][CH2:21][Cl:22].O, predict the reaction product. (7) Given the reactants C[O-].[Na+].[C:4]([C:6]1[CH:11]=[CH:10][N:9]=[CH:8][CH:7]=1)#[N:5].[Cl-:12].[NH4+:13], predict the reaction product. The product is: [ClH:12].[C:4]([NH2:13])(=[NH:5])[C:6]1[CH:11]=[CH:10][N:9]=[CH:8][CH:7]=1.